From a dataset of Full USPTO retrosynthesis dataset with 1.9M reactions from patents (1976-2016). Predict the reactants needed to synthesize the given product. Given the product [F:8][C:6]1[CH:5]=[C:4]([CH2:9][C:10]([NH:12][C@H:13]([C:15]([NH:18][CH:19]([C:24]2[S:25][C:26]3[CH2:32][CH2:31][CH2:30][CH2:29][C:27]=3[CH:28]=2)[C:20]([O:22][CH3:23])=[O:21])=[O:17])[CH3:14])=[O:11])[CH:3]=[C:2]([F:1])[CH:7]=1, predict the reactants needed to synthesize it. The reactants are: [F:1][C:2]1[CH:3]=[C:4]([CH2:9][C:10]([NH:12][C@H:13]([C:15]([OH:17])=O)[CH3:14])=[O:11])[CH:5]=[C:6]([F:8])[CH:7]=1.[NH2:18][CH:19]([C:24]1[S:25][C:26]2[CH2:32][CH2:31][CH2:30][CH2:29][C:27]=2[CH:28]=1)[C:20]([O:22][CH3:23])=[O:21].